Dataset: Full USPTO retrosynthesis dataset with 1.9M reactions from patents (1976-2016). Task: Predict the reactants needed to synthesize the given product. (1) Given the product [N:1]1[C:10]2[C:5](=[CH:6][C:7]([C:11]([Cl:16])=[O:13])=[CH:8][CH:9]=2)[N:4]=[CH:3][CH:2]=1, predict the reactants needed to synthesize it. The reactants are: [N:1]1[C:10]2[C:5](=[CH:6][C:7]([C:11]([OH:13])=O)=[CH:8][CH:9]=2)[N:4]=[CH:3][CH:2]=1.O=S(Cl)[Cl:16]. (2) Given the product [CH2:26]([O:25][C:23](=[O:24])[NH:22][CH2:21][C:17]1[CH:18]=[CH:19][CH:20]=[C:15]2[C:16]=1[C:28](=[O:30])[N:34]([CH:35]1[CH2:41][CH2:40][C:39](=[O:42])[NH:38][C:36]1=[O:37])[C:14]2=[O:32])[CH3:27], predict the reactants needed to synthesize it. The reactants are: N12CCCN=C1CCCCC2.CO[C:14](=[O:32])[C:15]1[CH:20]=[CH:19][CH:18]=[C:17]([CH2:21][NH:22][C:23]([O:25][CH2:26][CH3:27])=[O:24])[C:16]=1[C:28]([O:30]C)=O.Cl.[NH2:34][CH:35]1[CH2:41][CH2:40][C:39](=[O:42])[NH:38][C:36]1=[O:37].O.